From a dataset of Retrosynthesis with 50K atom-mapped reactions and 10 reaction types from USPTO. Predict the reactants needed to synthesize the given product. Given the product CCc1ccc(C(=O)O)cc1N, predict the reactants needed to synthesize it. The reactants are: CCc1ccc(C(=O)O)cc1[N+](=O)[O-].